From a dataset of Forward reaction prediction with 1.9M reactions from USPTO patents (1976-2016). Predict the product of the given reaction. Given the reactants [C:1]([C:9]1[CH:14]=[CH:13][C:12](Cl)=[CH:11][CH:10]=1)(=[O:8])[C:2]1[CH:7]=[CH:6][CH:5]=[CH:4][CH:3]=1.P, predict the reaction product. The product is: [C:1]([C:9]1[CH:14]=[CH:13][C:12]([CH2:2][C:1](=[O:8])[CH3:9])=[CH:11][CH:10]=1)(=[O:8])[C:2]1[CH:7]=[CH:6][CH:5]=[CH:4][CH:3]=1.